From a dataset of Reaction yield outcomes from USPTO patents with 853,638 reactions. Predict the reaction yield, written as a fraction of the theoretical maximum amount of product (1.0 means a 100% yield; for example, 0.34 means a 34% yield). (1) The reactants are Cl[C:2]1[C:11]2[C:6](=[CH:7][C:8]([O:20][CH3:21])=[CH:9][C:10]=2[O:12][CH:13]2[CH2:18][CH2:17][N:16]([CH3:19])[CH2:15][CH2:14]2)[N:5]=[CH:4][N:3]=1.[Cl:22][C:23]1[CH:24]=[C:25]([CH:27]=[CH:28][CH:29]=1)[NH2:26]. No catalyst specified. The product is [Cl:22][C:23]1[CH:24]=[C:25]([CH:27]=[CH:28][CH:29]=1)[NH:26][C:2]1[C:11]2[C:6](=[CH:7][C:8]([O:20][CH3:21])=[CH:9][C:10]=2[O:12][CH:13]2[CH2:18][CH2:17][N:16]([CH3:19])[CH2:15][CH2:14]2)[N:5]=[CH:4][N:3]=1. The yield is 0.360. (2) The reactants are N(C(OCC)=O)=NC(OCC)=O.OC1C=C([O:20][S:21]([C:24]2[CH:29]=[CH:28][CH:27]=[CH:26][C:25]=2[Cl:30])(=[O:23])=[O:22])C=CC=1.C(C1C=C(C=CC=1)CO)#N.C1(P(C2C=CC=CC=2)C2C=CC=CC=2)C=CC=CC=1. The catalyst is O1CCCC1. The product is [Cl:30][C:25]1[CH:26]=[CH:27][CH:28]=[CH:29][C:24]=1[S:21]([OH:23])(=[O:22])=[O:20]. The yield is 0.930. (3) The reactants are [CH2:1]([S:3]([NH:6][C@@H:7]([C:15]([N:17]1[CH2:31][CH2:30][CH2:29][C@H:18]1[C:19]([O:21]CC1C=CC=CC=1)=[O:20])=[O:16])[CH2:8][C:9]1[CH:14]=[CH:13][CH:12]=[CH:11][CH:10]=1)(=[O:5])=[O:4])[CH3:2]. The catalyst is C(OCC)(=O)C.[Pd]. The product is [CH2:1]([S:3]([NH:6][C@@H:7]([C:15]([N:17]1[CH2:31][CH2:30][CH2:29][C@H:18]1[C:19]([OH:21])=[O:20])=[O:16])[CH2:8][C:9]1[CH:14]=[CH:13][CH:12]=[CH:11][CH:10]=1)(=[O:5])=[O:4])[CH3:2]. The yield is 0.970. (4) The reactants are Cl.[NH2:2][CH2:3][C:4]1[CH:5]=[C:6]2[C:11](=[CH:12][CH:13]=1)[N:10]=[C:9]([CH3:14])[N:8]([CH:15]1[CH2:20][CH2:19][C:18](=[O:21])[NH:17][C:16]1=[O:22])[C:7]2=[O:23].C(N(CC)CC)C.[Cl:31][C:32]1[CH:37]=[CH:36][C:35]([N:38]=[C:39]=[O:40])=[CH:34][CH:33]=1. The catalyst is C1COCC1. The product is [Cl:31][C:32]1[CH:37]=[CH:36][C:35]([NH:38][C:39]([NH:2][CH2:3][C:4]2[CH:5]=[C:6]3[C:11](=[CH:12][CH:13]=2)[N:10]=[C:9]([CH3:14])[N:8]([CH:15]2[CH2:20][CH2:19][C:18](=[O:21])[NH:17][C:16]2=[O:22])[C:7]3=[O:23])=[O:40])=[CH:34][CH:33]=1. The yield is 0.630.